From a dataset of Full USPTO retrosynthesis dataset with 1.9M reactions from patents (1976-2016). Predict the reactants needed to synthesize the given product. (1) Given the product [C:1]1([S:7]([C:10]2[CH:15]=[CH:14][C:13]([CH2:16][CH2:17][CH:18]([OH:19])[CH2:21][Si:22]([CH3:25])([CH3:24])[CH3:23])=[C:12]([Br:20])[CH:11]=2)(=[O:8])=[O:9])[CH:2]=[CH:3][CH:4]=[CH:5][CH:6]=1, predict the reactants needed to synthesize it. The reactants are: [C:1]1([S:7]([C:10]2[CH:15]=[CH:14][C:13]([CH2:16][CH2:17][CH:18]=[O:19])=[C:12]([Br:20])[CH:11]=2)(=[O:9])=[O:8])[CH:6]=[CH:5][CH:4]=[CH:3][CH:2]=1.[CH3:21][Si:22]([CH2:25][Mg]Cl)([CH3:24])[CH3:23]. (2) Given the product [CH3:1][S:2]([NH:5][C:6]1[CH:14]=[C:13]2[C:9]([CH:10]=[C:11]([C:15]([OH:17])=[O:16])[NH:12]2)=[CH:8][CH:7]=1)(=[O:3])=[O:4], predict the reactants needed to synthesize it. The reactants are: [CH3:1][S:2]([NH:5][C:6]1[CH:14]=[C:13]2[C:9]([CH:10]=[C:11]([C:15]([O:17]C)=[O:16])[NH:12]2)=[CH:8][CH:7]=1)(=[O:4])=[O:3].[OH-].[Li+]. (3) Given the product [C:20]1([CH2:26][C:27]2[CH:32]=[CH:31][C:30]([S:33]([NH:12][CH2:11][C:4]3[C:5]4[C:10](=[CH:9][CH:8]=[CH:7][CH:6]=4)[N:1]=[CH:2][CH:3]=3)(=[O:35])=[O:34])=[CH:29][CH:28]=2)[CH:25]=[CH:24][CH:23]=[CH:22][CH:21]=1, predict the reactants needed to synthesize it. The reactants are: [N:1]1[C:10]2[C:5](=[CH:6][CH:7]=[CH:8][CH:9]=2)[C:4]([CH2:11][NH2:12])=[CH:3][CH:2]=1.C(NC(C)C)(C)C.[C:20]1([CH2:26][C:27]2[CH:32]=[CH:31][C:30]([S:33](Cl)(=[O:35])=[O:34])=[CH:29][CH:28]=2)[CH:25]=[CH:24][CH:23]=[CH:22][CH:21]=1.CCCCCC.C(OCC)(=O)C. (4) Given the product [Br:28][C:24]1[O:23][C:22]([C:18]2[CH:17]=[C:16]([CH:21]=[CH:20][CH:19]=2)[CH2:15][N:13]2[C:12](=[O:27])[CH:11]=[CH:10][C:9]([C:4]3[CH:3]=[C:2]([F:1])[CH:7]=[C:6]([F:8])[CH:5]=3)=[N:14]2)=[N:26][CH:25]=1, predict the reactants needed to synthesize it. The reactants are: [F:1][C:2]1[CH:3]=[C:4]([C:9]2[CH:10]=[CH:11][C:12](=[O:27])[N:13]([CH2:15][C:16]3[CH:21]=[CH:20][CH:19]=[C:18]([C:22]4[O:23][CH:24]=[CH:25][N:26]=4)[CH:17]=3)[N:14]=2)[CH:5]=[C:6]([F:8])[CH:7]=1.[Br:28]N1C(=O)CCC1=O.C(OOC(=O)C1C=CC=CC=1)(=O)C1C=CC=CC=1.